From a dataset of Forward reaction prediction with 1.9M reactions from USPTO patents (1976-2016). Predict the product of the given reaction. (1) Given the reactants [C:1]([OH:6])(=[S:5])[CH:2]([CH3:4])[OH:3].O.O.O.O.O.S([O-])([O-])(=O)=O.[Cu+2:17], predict the reaction product. The product is: [C:1]([O-:6])(=[S:5])[CH:2]([CH3:4])[OH:3].[Cu+2:17].[C:1]([O-:6])(=[S:5])[CH:2]([CH3:4])[OH:3]. (2) The product is: [F:41][C:42]1([F:90])[CH2:47][CH2:46][N:45]([CH2:48][C:49]([NH:51][C@:52]23[CH2:86][CH2:85][C@@H:84]([C:87]([CH3:89])=[CH2:88])[C@@H:53]2[C@@H:54]2[C@@:67]([CH3:70])([CH2:68][CH2:69]3)[C@@:66]3([CH3:71])[C@@H:57]([C@:58]4([CH3:83])[C@@H:63]([CH2:64][CH2:65]3)[C:62]([CH3:73])([CH3:72])[C:61]([C:74]3[CH:82]=[CH:81][C:77]([C:78]([OH:80])=[O:79])=[CH:76][CH:75]=3)=[CH:60][CH2:59]4)[CH2:56][CH2:55]2)=[O:50])[CH2:43]1. Given the reactants N[C@]12CC[C@@H](C(C)=C)[C@@H]1[C@@H]1[C@@](C)(CC2)[C@@]2(C)[C@@H]([C@]3(C)[C@@H](CC2)C(C)(C)C(C2C=CC(C(OC)=O)=CC=2)=CC3)CC1.[F:41][C:42]1([F:90])[CH2:47][CH2:46][N:45]([CH2:48][C:49]([NH:51][C@:52]23[CH2:86][CH2:85][C@@H:84]([C:87]([CH3:89])=[CH2:88])[C@@H:53]2[C@@H:54]2[C@@:67]([CH3:70])([CH2:68][CH2:69]3)[C@@:66]3([CH3:71])[C@@H:57]([C@:58]4([CH3:83])[C@@H:63]([CH2:64][CH2:65]3)[C:62]([CH3:73])([CH3:72])[C:61]([C:74]3[CH:82]=[CH:81][C:77]([C:78]([OH:80])=[O:79])=[CH:76][CH:75]=3)=[CH:60][CH2:59]4)[CH2:56][CH2:55]2)=[O:50])C[CH2:43]1, predict the reaction product. (3) Given the reactants Cl[C:2]1[N:7]=[C:6]([Cl:8])[N:5]=[C:4]([NH:9][C:10]2[CH:15]=[CH:14][C:13]([Cl:16])=[CH:12][CH:11]=2)[N:3]=1.[CH2:17]1[O:26][C:25]2[CH:24]=[CH:23][C:21]([NH2:22])=[CH:20][C:19]=2[O:18]1, predict the reaction product. The product is: [O:26]1[C:25]2[CH:24]=[CH:23][C:21]([NH:22][C:2]3[N:3]=[C:4]([NH:9][C:10]4[CH:15]=[CH:14][C:13]([Cl:16])=[CH:12][CH:11]=4)[N:5]=[C:6]([Cl:8])[N:7]=3)=[CH:20][C:19]=2[O:18][CH2:17]1. (4) Given the reactants CN(C=O)C.O=S(Cl)Cl.[Cl:10][C:11]1[N:16]=[CH:15][C:14]([C:17]([OH:19])=O)=[CH:13][C:12]=1[I:20].CCN(C(C)C)C(C)C.[F:30][C:31]([F:41])([F:40])[O:32][C:33]1[CH:39]=[CH:38][C:36]([NH2:37])=[CH:35][CH:34]=1, predict the reaction product. The product is: [Cl:10][C:11]1[C:12]([I:20])=[CH:13][C:14]([C:17]([NH:37][C:36]2[CH:38]=[CH:39][C:33]([O:32][C:31]([F:30])([F:40])[F:41])=[CH:34][CH:35]=2)=[O:19])=[CH:15][N:16]=1. (5) Given the reactants [CH2:1]([O:3][C:4]([C:6]1[CH:10]=[C:9]([CH3:11])[N:8]([CH:12]([C:14]2[CH:19]=[C:18]([Cl:20])[CH:17]=[CH:16][C:15]=2[OH:21])[CH3:13])[N:7]=1)=[O:5])[CH3:2].C([O-])([O-])=O.[K+].[K+].[Cl:28][C:29]1[CH:36]=[C:35]([F:37])[CH:34]=[CH:33][C:30]=1[CH2:31]Br, predict the reaction product. The product is: [CH2:1]([O:3][C:4]([C:6]1[CH:10]=[C:9]([CH3:11])[N:8]([CH:12]([C:14]2[CH:19]=[C:18]([Cl:20])[CH:17]=[CH:16][C:15]=2[O:21][CH2:31][C:30]2[CH:33]=[CH:34][C:35]([F:37])=[CH:36][C:29]=2[Cl:28])[CH3:13])[N:7]=1)=[O:5])[CH3:2]. (6) Given the reactants [F:1][C:2]([F:19])([F:18])[C:3]1[CH:4]=[C:5]([CH:15]=[CH:16][CH:17]=1)[CH2:6][O:7][N:8]=[C:9]1[CH2:14][CH2:13][NH:12][CH2:11][CH2:10]1.[C:20]1([N:26]=[C:27]=[O:28])[CH:25]=[CH:24][CH:23]=[CH:22][CH:21]=1.CO, predict the reaction product. The product is: [C:20]1([NH:26][C:27]([N:12]2[CH2:13][CH2:14][C:9](=[N:8][O:7][CH2:6][C:5]3[CH:15]=[CH:16][CH:17]=[C:3]([C:2]([F:1])([F:18])[F:19])[CH:4]=3)[CH2:10][CH2:11]2)=[O:28])[CH:25]=[CH:24][CH:23]=[CH:22][CH:21]=1.